Dataset: Reaction yield outcomes from USPTO patents with 853,638 reactions. Task: Predict the reaction yield, written as a fraction of the theoretical maximum amount of product (1.0 means a 100% yield; for example, 0.34 means a 34% yield). (1) The reactants are [CH3:1][N:2]1[C:7](=[O:8])[C:6]([NH:9][C:10]2[CH:15]=[CH:14][C:13]([N:16]3[CH2:21][CH2:20][N:19]([CH3:22])[CH2:18][CH2:17]3)=[CH:12][N:11]=2)=[CH:5][C:4]([C:23]2[CH:33]=[CH:32][CH:31]=[C:30]([N:34]3[CH2:46][CH2:45][N:37]4[C:38]5[CH2:39][CH2:40][CH2:41][CH2:42][C:43]=5[CH:44]=[C:36]4[C:35]3=[O:47])[C:24]=2[CH2:25][O:26]C(=O)C)=[CH:3]1.O[Li].O.C1COCC1.C(O)(C)C. The catalyst is O. The product is [OH:26][CH2:25][C:24]1[C:23]([C:4]2[CH:5]=[C:6]([NH:9][C:10]3[CH:15]=[CH:14][C:13]([N:16]4[CH2:21][CH2:20][N:19]([CH3:22])[CH2:18][CH2:17]4)=[CH:12][N:11]=3)[C:7](=[O:8])[N:2]([CH3:1])[CH:3]=2)=[CH:33][CH:32]=[CH:31][C:30]=1[N:34]1[CH2:46][CH2:45][N:37]2[C:38]3[CH2:39][CH2:40][CH2:41][CH2:42][C:43]=3[CH:44]=[C:36]2[C:35]1=[O:47]. The yield is 0.800. (2) The reactants are [Cl:1][C:2]1[C:7]([I:8])=[CH:6][N:5]=[C:4](N)[CH:3]=1.[C:10](O)(C(F)(F)F)=[O:11].N(OC(C)(C)C)=O. The catalyst is CO. The product is [Cl:1][C:2]1[C:7]([I:8])=[CH:6][N:5]=[C:4]([O:11][CH3:10])[CH:3]=1. The yield is 0.920. (3) The reactants are C([O:3][C:4]([C:6]1[S:7][C:8]([O:19][C:20]2[CH:25]=[CH:24][CH:23]=[CH:22][CH:21]=2)=[C:9]2[C:17]3[N:16]([CH3:18])[N:15]=[CH:14][C:13]=3[CH2:12][CH2:11][C:10]=12)=[O:5])C.[OH-].[K+]. The catalyst is C(O)C. The product is [CH3:18][N:16]1[C:17]2[C:9]3=[C:8]([O:19][C:20]4[CH:25]=[CH:24][CH:23]=[CH:22][CH:21]=4)[S:7][C:6]([C:4]([OH:5])=[O:3])=[C:10]3[CH2:11][CH2:12][C:13]=2[CH:14]=[N:15]1. The yield is 1.00. (4) The reactants are [CH:1]1[C:6]([N+:7]([O-:9])=[O:8])=[CH:5][CH:4]=[C:3]([OH:10])[CH:2]=1.Cl[C:12]([O:14][CH2:15][Cl:16])=[O:13].C(N(CC)CC)C. The catalyst is O1CCCC1. The product is [C:12](=[O:13])([O:10][C:3]1[CH:4]=[CH:5][C:6]([N+:7]([O-:9])=[O:8])=[CH:1][CH:2]=1)[O:14][CH2:15][Cl:16]. The yield is 0.950. (5) The reactants are [CH2:1]([O:8][C:9]([N:11]1[CH2:16][CH2:15][CH:14]([CH:17]=[O:18])[CH2:13][CH2:12]1)=[O:10])[C:2]1[CH:7]=[CH:6][CH:5]=[CH:4][CH:3]=1.[Cr](Cl)([O-])(=O)=O.[NH+]1C=CC=CC=1. The catalyst is C(Cl)Cl. The product is [CH2:1]([O:8][C:9]([N:11]1[CH2:16][CH2:15][CH:14]([CH2:17][OH:18])[CH2:13][CH2:12]1)=[O:10])[C:2]1[CH:7]=[CH:6][CH:5]=[CH:4][CH:3]=1. The yield is 0.670. (6) The reactants are [CH3:1][C:2]1([CH3:23])[O:6][CH:5]([CH:7]([CH2:20][S:21][CH3:22])[CH2:8][NH:9][C:10](=O)OCC2C=CC=CC=2)[CH2:4][O:3]1.[H-].[Na+].CI.[OH-].[K+]. The catalyst is C1COCC1.C(O)(C)C.C(Cl)Cl.O.C(Cl)(Cl)Cl. The product is [NH3:9].[CH3:2][OH:3].[CH3:1][C:2]1([CH3:23])[O:6][CH:5]([CH:7]([CH2:20][S:21][CH3:22])[CH2:8][NH:9][CH3:10])[CH2:4][O:3]1. The yield is 0.0700. (7) The reactants are [CH3:1][O:2][C:3]1[CH:8]=[CH:7][C:6]([N:9]2[C:13]([C:14]3[C:15]([O:20][CH3:21])=[N:16][CH:17]=[CH:18][CH:19]=3)=[CH:12][C:11]([CH:22]3[CH2:27][CH2:26][NH:25][CH2:24][CH2:23]3)=[N:10]2)=[CH:5][CH:4]=1.ClC(Cl)(O[C:32](=[O:38])OC(Cl)(Cl)Cl)Cl.C(N(CC)CC)C.Cl.[CH3:48][NH:49][OH:50]. The catalyst is O1CCCC1. The product is [CH3:1][O:2][C:3]1[CH:4]=[CH:5][C:6]([N:9]2[C:13]([C:14]3[C:15]([O:20][CH3:21])=[N:16][CH:17]=[CH:18][CH:19]=3)=[CH:12][C:11]([CH:22]3[CH2:27][CH2:26][N:25]([C:32](=[O:38])[N:49]([OH:50])[CH3:48])[CH2:24][CH2:23]3)=[N:10]2)=[CH:7][CH:8]=1. The yield is 0.800.